Predict which catalyst facilitates the given reaction. From a dataset of Catalyst prediction with 721,799 reactions and 888 catalyst types from USPTO. (1) The catalyst class is: 41. Reactant: Cl[C:2]1[C:11]2[C:6](=[CH:7][CH:8]=[CH:9][CH:10]=2)[N:5]=[CH:4][C:3]=1[NH:12][C:13](=O)[CH2:14][O:15][CH2:16][CH3:17].Cl.[CH2:20]([O:27][NH2:28])[C:21]1[CH:26]=[CH:25][CH:24]=[CH:23][CH:22]=1. Product: [CH2:20]([O:27][N:28]1[C:2]2[C:11]3[CH:10]=[CH:9][CH:8]=[CH:7][C:6]=3[N:5]=[CH:4][C:3]=2[N:12]=[C:13]1[CH2:14][O:15][CH2:16][CH3:17])[C:21]1[CH:26]=[CH:25][CH:24]=[CH:23][CH:22]=1. (2) Reactant: [CH3:1][O:2][C:3]1[CH:4]=[C:5]([NH:11][C:12]2[N:17]=[C:16]([N:18]3[CH:22]=[CH:21][C:20]([C:23]([F:26])([F:25])[F:24])=[N:19]3)[C:15]([C:27]3[CH:28]=[C:29]([C:35]([OH:37])=O)[C:30]([O:33][CH3:34])=[N:31][CH:32]=3)=[CH:14][N:13]=2)[CH:6]=[C:7]([O:9][CH3:10])[CH:8]=1.[CH3:38][CH:39]([S:41]([NH2:44])(=[O:43])=[O:42])[CH3:40].C(N(CC)CC)C.[I-].ClC1C=CC=C[N+]=1C. Product: [CH3:1][O:2][C:3]1[CH:4]=[C:5]([NH:11][C:12]2[N:17]=[C:16]([N:18]3[CH:22]=[CH:21][C:20]([C:23]([F:25])([F:24])[F:26])=[N:19]3)[C:15]([C:27]3[CH:28]=[C:29]([C:35]([NH:44][S:41]([CH:39]([CH3:40])[CH3:38])(=[O:43])=[O:42])=[O:37])[C:30]([O:33][CH3:34])=[N:31][CH:32]=3)=[CH:14][N:13]=2)[CH:6]=[C:7]([O:9][CH3:10])[CH:8]=1. The catalyst class is: 172. (3) Reactant: Br[C:2]1[C:3]2[CH:10]=[CH:9][NH:8][C:4]=2[N:5]=[N:6][CH:7]=1.O.C([NH:15][C:16]1[CH:21]=[CH:20][CH:19]=[CH:18][C:17]=1B(O)O)(=O)C.C([O-])([O-])=O.[K+].[K+]. The catalyst class is: 755. Product: [N:5]1[C:4]2[NH:8][CH:9]=[CH:10][C:3]=2[C:2]([C:17]2[CH:18]=[CH:19][CH:20]=[CH:21][C:16]=2[NH2:15])=[CH:7][N:6]=1. (4) Reactant: C([O:5][C:6](=[O:45])[CH2:7][CH2:8][N:9](C(OC(C)(C)C)=O)[CH2:10][C:11](=[O:37])[N:12]1[C:20]2[C:15](=[CH:16][C:17]([O:21][CH2:22][C:23]3[CH:28]=[CH:27][C:26]([CH2:29][CH:30]([CH3:32])[CH3:31])=[CH:25][C:24]=3[C:33]([F:36])([F:35])[F:34])=[CH:18][CH:19]=2)[CH2:14][CH2:13]1)(C)(C)C.[ClH:46].O1CCOCC1. Product: [ClH:46].[O:37]=[C:11]([N:12]1[C:20]2[C:15](=[CH:16][C:17]([O:21][CH2:22][C:23]3[CH:28]=[CH:27][C:26]([CH2:29][CH:30]([CH3:32])[CH3:31])=[CH:25][C:24]=3[C:33]([F:36])([F:34])[F:35])=[CH:18][CH:19]=2)[CH2:14][CH2:13]1)[CH2:10][NH:9][CH2:8][CH2:7][C:6]([OH:45])=[O:5]. The catalyst class is: 27. (5) Reactant: [C:1](OC)(=[O:8])[C:2]1[CH:7]=[CH:6][CH:5]=[CH:4][CH:3]=1.[NH2:11][CH2:12][CH2:13][CH2:14][CH2:15][CH:16]([OH:18])[CH3:17]. Product: [C:1]([O:18][CH:16]([CH2:15][CH2:14][CH2:13][CH2:12][NH2:11])[CH3:17])(=[O:8])[C:2]1[CH:7]=[CH:6][CH:5]=[CH:4][CH:3]=1. The catalyst class is: 11. (6) Reactant: C(OC(=O)[N:7]([CH2:35][C:36]1[CH:41]=[CH:40][CH:39]=[CH:38][CH:37]=1)[CH2:8][CH:9]([C:31](=[O:34])[NH:32][OH:33])[CH:10]([OH:30])[C:11]1[CH:16]=[CH:15][C:14]([O:17][CH2:18][C:19]2[C:28]3[C:23](=[CH:24][CH:25]=[CH:26][CH:27]=3)[N:22]=[C:21]([CH3:29])[CH:20]=2)=[CH:13][CH:12]=1)(C)(C)C.C(O)(C(F)(F)F)=O. Product: [CH2:35]([NH:7][CH2:8][CH:9]([CH:10]([OH:30])[C:11]1[CH:16]=[CH:15][C:14]([O:17][CH2:18][C:19]2[C:28]3[C:23](=[CH:24][CH:25]=[CH:26][CH:27]=3)[N:22]=[C:21]([CH3:29])[CH:20]=2)=[CH:13][CH:12]=1)[C:31]([NH:32][OH:33])=[O:34])[C:36]1[CH:37]=[CH:38][CH:39]=[CH:40][CH:41]=1. The catalyst class is: 2. (7) Reactant: [CH:1]1([C:7]2[C:8]3[CH:9]=[CH:10][C:11]([C:32]([NH:34][S:35]([N:38]([CH3:40])[CH3:39])(=[O:37])=[O:36])=[O:33])=[CH:12][C:13]=3[N:14]3[CH2:20][C:19]([C:21]4[O:22][CH:23]=[CH:24][N:25]=4)=[CH:18][C:17]4[CH:26]=[C:27]([O:30][CH3:31])[CH:28]=[CH:29][C:16]=4[C:15]=23)[CH2:6][CH2:5][CH2:4][CH2:3][CH2:2]1.CO.[H][H]. Product: [CH:1]1([C:7]2[C:8]3[CH:9]=[CH:10][C:11]([C:32]([NH:34][S:35]([N:38]([CH3:39])[CH3:40])(=[O:36])=[O:37])=[O:33])=[CH:12][C:13]=3[N:14]3[CH2:20][CH:19]([C:21]4[O:22][CH:23]=[CH:24][N:25]=4)[CH2:18][C:17]4[CH:26]=[C:27]([O:30][CH3:31])[CH:28]=[CH:29][C:16]=4[C:15]=23)[CH2:6][CH2:5][CH2:4][CH2:3][CH2:2]1. The catalyst class is: 123. (8) Reactant: [CH2:1]([C@H:8]1[N:13]([C:14]([C:16]2[N:17]=[CH:18][N:19]([C@@H:27]3[CH2:33][CH2:32][CH2:31][CH2:30][CH2:29][C@H:28]3[OH:34])[C:20]=2[C:21]2[CH:26]=[CH:25][CH:24]=[CH:23][CH:22]=2)=[O:15])[CH2:12][CH2:11][N:10]([C:35]([O:37][C:38]([CH3:41])([CH3:40])[CH3:39])=[O:36])[CH2:9]1)[C:2]1[CH:7]=[CH:6][CH:5]=[CH:4][CH:3]=1.Cl[C:43](OC1C=CC([N+]([O-])=O)=CC=1)=[O:44].[CH2:55]([NH2:61])[C:56]1[O:60][CH:59]=[CH:58][CH:57]=1.C(=O)([O-])O.[Na+]. Product: [CH2:1]([C@H:8]1[N:13]([C:14]([C:16]2[N:17]=[CH:18][N:19]([C@@H:27]3[CH2:33][CH2:32][CH2:31][CH2:30][CH2:29][C@H:28]3[O:34][C:43]([NH:61][CH2:55][C:56]3[O:60][CH:59]=[CH:58][CH:57]=3)=[O:44])[C:20]=2[C:21]2[CH:26]=[CH:25][CH:24]=[CH:23][CH:22]=2)=[O:15])[CH2:12][CH2:11][N:10]([C:35]([O:37][C:38]([CH3:41])([CH3:40])[CH3:39])=[O:36])[CH2:9]1)[C:2]1[CH:3]=[CH:4][CH:5]=[CH:6][CH:7]=1. The catalyst class is: 251. (9) Reactant: [Na].C([O-])(O)=O.[Na+].C([N:10]1[CH:14]=[C:13](/[CH:15]=[CH:16]/[C:17]([O:19][CH3:20])=[O:18])[CH:12]=[N:11]1)(=O)C. Product: [NH:10]1[CH:14]=[C:13](/[CH:15]=[CH:16]/[C:17]([O:19][CH3:20])=[O:18])[CH:12]=[N:11]1. The catalyst class is: 5.